Dataset: Forward reaction prediction with 1.9M reactions from USPTO patents (1976-2016). Task: Predict the product of the given reaction. Given the reactants CO[C:3](=[O:15])[C:4]1[CH:9]=[C:8]([OH:10])[CH:7]=[C:6](OCOC)[CH:5]=1.I[C:17]1[CH:18]=[N:19][CH:20]=[CH:21][CH:22]=1.[F:23][CH2:24][CH:25]([OH:28])[CH2:26][F:27].[NH2:29][C:30]1[CH:34]=[CH:33][N:32]([CH3:35])[N:31]=1, predict the reaction product. The product is: [F:23][CH2:24][CH:25]([CH2:26][F:27])[O:28][C:6]1[CH:7]=[C:8]([O:10][C:17]2[CH:18]=[N:19][CH:20]=[CH:21][CH:22]=2)[CH:9]=[C:4]([CH:5]=1)[C:3]([NH:29][C:30]1[CH:34]=[CH:33][N:32]([CH3:35])[N:31]=1)=[O:15].